This data is from Forward reaction prediction with 1.9M reactions from USPTO patents (1976-2016). The task is: Predict the product of the given reaction. (1) Given the reactants C(N(C(C)C)C(C)C)C.[Cl:10][C:11]1[C:16]([CH2:17]Cl)=[CH:15][CH:14]=[C:13]([Cl:19])[N:12]=1.[NH2:20][CH2:21][C@@H:22]([C:24]1[CH:29]=[CH:28][CH:27]=[CH:26][CH:25]=1)[OH:23], predict the reaction product. The product is: [Cl:10][C:11]1[C:16]([CH2:17][NH:20][CH2:21][C@@H:22]([C:24]2[CH:29]=[CH:28][CH:27]=[CH:26][CH:25]=2)[OH:23])=[CH:15][CH:14]=[C:13]([Cl:19])[N:12]=1. (2) Given the reactants [OH:1][C:2]1[CH:10]=[CH:9][CH:8]=[C:7]2[C:3]=1[CH:4]=[CH:5][N:6]2[CH3:11].[Br:12][C:13]1[CH:14]=[C:15]([CH:18]=[CH:19][CH:20]=1)[CH:16]=O.[C:21](#[N:25])[CH2:22][C:23]#[N:24], predict the reaction product. The product is: [NH2:25][C:21]1[O:1][C:2]2[C:10]([CH:16]([C:15]3[CH:18]=[CH:19][CH:20]=[C:13]([Br:12])[CH:14]=3)[C:22]=1[C:23]#[N:24])=[CH:9][CH:8]=[C:7]1[N:6]([CH3:11])[CH:5]=[CH:4][C:3]=21. (3) Given the reactants [CH2:1]1[C:3]([NH2:7])([C:4]([OH:6])=[O:5])[CH2:2]1.Cl[Si](C)(C)C.CCN(C(C)C)C(C)C.Cl[C:23]([O:25][CH:26](Cl)[CH:27]([CH3:29])[CH3:28])=[O:24].[C:31]([OH:41])(=[O:40])/[CH:32]=[CH:33]/[C:34]1[CH:39]=[CH:38][CH:37]=[CH:36][CH:35]=1, predict the reaction product. The product is: [C:34]1(/[CH:33]=[CH:32]/[C:31]([O:41][CH:26]([O:25][C:23]([NH:7][C:3]2([C:4]([OH:6])=[O:5])[CH2:2][CH2:1]2)=[O:24])[CH:27]([CH3:29])[CH3:28])=[O:40])[CH:35]=[CH:36][CH:37]=[CH:38][CH:39]=1. (4) The product is: [C:18]1([C:2]2[CH:9]=[CH:8][CH:7]=[CH:6][C:3]=2[CH:4]=[O:5])[C:19]2[C:14](=[CH:13][CH:12]=[CH:11][CH:10]=2)[CH:15]=[CH:16][CH:17]=1. Given the reactants Br[C:2]1[CH:9]=[CH:8][CH:7]=[CH:6][C:3]=1[CH:4]=[O:5].[C:10]1(B(O)O)[C:19]2[C:14](=[CH:15][CH:16]=[CH:17][CH:18]=2)[CH:13]=[CH:12][CH:11]=1.O1CCCC1.C(=O)([O-])[O-].[K+].[K+], predict the reaction product. (5) Given the reactants [OH-].[Na+].[C:3]([NH:11][C:12]1[C:21]2[C:16](=[CH:17][C:18]([S:22]C(=O)N(C)C)=[CH:19][CH:20]=2)[CH:15]=[CH:14][N:13]=1)(=[O:10])[C:4]1[CH:9]=[CH:8][CH:7]=[CH:6][CH:5]=1.C(OCC)(=O)C, predict the reaction product. The product is: [SH:22][C:18]1[CH:17]=[C:16]2[C:21](=[CH:20][CH:19]=1)[C:12]([NH:11][C:3](=[O:10])[C:4]1[CH:9]=[CH:8][CH:7]=[CH:6][CH:5]=1)=[N:13][CH:14]=[CH:15]2.